Predict the product of the given reaction. From a dataset of Forward reaction prediction with 1.9M reactions from USPTO patents (1976-2016). Given the reactants [Cl:1][C:2]([Cl:25])([Cl:24])[CH2:3][O:4][C:5]([N:7]1[CH2:12][C:11]([NH2:13])=[N:10][C:9]([CH:21]([F:23])[F:22])([C:14]2[CH:19]=[CH:18][CH:17]=[CH:16][C:15]=2[F:20])[CH2:8]1)=[O:6].[N+:26]([O-])([O-:28])=[O:27].[K+].[OH-].[Na+].C([O-])([O-])=O.[Na+].[Na+], predict the reaction product. The product is: [Cl:25][C:2]([Cl:1])([Cl:24])[CH2:3][O:4][C:5]([N:7]1[CH2:12][C:11]([NH2:13])=[N:10][C:9]([CH:21]([F:23])[F:22])([C:14]2[CH:19]=[C:18]([N+:26]([O-:28])=[O:27])[CH:17]=[CH:16][C:15]=2[F:20])[CH2:8]1)=[O:6].